From a dataset of Forward reaction prediction with 1.9M reactions from USPTO patents (1976-2016). Predict the product of the given reaction. (1) Given the reactants [NH:1]([CH2:3][C@H:4]([OH:8])[C:5]([O-:7])=[O:6])[NH2:2].[K+].[CH3:10][C:11]([O:14][C:15](O[C:15]([O:14][C:11]([CH3:13])([CH3:12])[CH3:10])=[O:16])=[O:16])([CH3:13])[CH3:12].[OH-:25].[K+].[CH3:27][OH:28], predict the reaction product. The product is: [C:11]([O:25][C:27]([N:1]([CH2:3][C@H:4]([OH:8])[C:5]([OH:7])=[O:6])[NH:2][C:15]([O:14][C:11]([CH3:13])([CH3:12])[CH3:10])=[O:16])=[O:28])([CH3:13])([CH3:12])[CH3:10]. (2) The product is: [CH3:1][O:2][C:3]1[CH:4]=[C:5]([S:11]([N:14]2[CH2:18][CH2:17][C@@H:16]([N:19]([CH2:36][CH2:37][CH3:38])[S:20]([C:23]3[CH:28]=[CH:27][C:26]([O:29][CH3:30])=[C:25]([O:31][CH3:32])[CH:24]=3)(=[O:22])=[O:21])[CH2:15]2)(=[O:12])=[O:13])[CH:6]=[CH:7][C:8]=1[O:9][CH3:10]. Given the reactants [CH3:1][O:2][C:3]1[CH:4]=[C:5]([S:11]([N:14]2[CH2:18][CH2:17][C@@H:16]([NH:19][S:20]([C:23]3[CH:28]=[CH:27][C:26]([O:29][CH3:30])=[C:25]([O:31][CH3:32])[CH:24]=3)(=[O:22])=[O:21])[CH2:15]2)(=[O:13])=[O:12])[CH:6]=[CH:7][C:8]=1[O:9][CH3:10].Cl.Cl.N1C[CH2:38][C@@H:37](N)[CH2:36]1.C(N(CC)CC)C.COC1C=C(S(Cl)(=O)=O)C=CC=1OC, predict the reaction product. (3) Given the reactants [CH3:1][O:2][C:3](=[O:26])[CH:4]([C:7]1[S:11][C:10]([NH:12][C:13]([NH:15][C:16]2[CH:21]=[CH:20][CH:19]=[C:18]([C:22]([F:25])([F:24])[F:23])[CH:17]=2)=[O:14])=[N:9][CH:8]=1)[CH2:5][OH:6].C(N(CC)CC)C.FC(F)(F)S(O[Si:40]([CH:47]([CH3:49])[CH3:48])([CH:44]([CH3:46])[CH3:45])[CH:41]([CH3:43])[CH3:42])(=O)=O, predict the reaction product. The product is: [CH3:1][O:2][C:3](=[O:26])[CH:4]([C:7]1[S:11][C:10]([NH:12][C:13]([NH:15][C:16]2[CH:21]=[CH:20][CH:19]=[C:18]([C:22]([F:24])([F:25])[F:23])[CH:17]=2)=[O:14])=[N:9][CH:8]=1)[CH2:5][O:6][Si:40]([CH:47]([CH3:49])[CH3:48])([CH:44]([CH3:46])[CH3:45])[CH:41]([CH3:43])[CH3:42]. (4) Given the reactants [C:1]([C:5]1[CH:14]=[CH:13][C:12]2[C:7](=[CH:8][CH:9]=[C:10]([C:15]([O:17]C)=[O:16])[CH:11]=2)[N:6]=1)([CH3:4])([CH3:3])[CH3:2].[OH-].[Na+], predict the reaction product. The product is: [C:1]([C:5]1[CH:14]=[CH:13][C:12]2[C:7](=[CH:8][CH:9]=[C:10]([C:15]([OH:17])=[O:16])[CH:11]=2)[N:6]=1)([CH3:4])([CH3:2])[CH3:3]. (5) Given the reactants [Br:1][C:2]1[C:6]2[CH2:7][N:8](C(OC(C)(C)C)=O)[CH2:9][CH2:10][C:5]=2[NH:4][N:3]=1, predict the reaction product. The product is: [Br:1][C:2]1[C:6]2[CH2:7][NH:8][CH2:9][CH2:10][C:5]=2[NH:4][N:3]=1. (6) Given the reactants [CH2:1]([C@H:3]1[N:12]([C:13](=[O:22])[C:14]2[CH:19]=[CH:18][C:17]([O:20]C)=[CH:16][CH:15]=2)[C:11]2[C:6](=[CH:7][CH:8]=[C:9]([F:23])[CH:10]=2)[N:5]([CH2:24][CH:25]([CH3:27])[CH3:26])[C:4]1=[O:28])[CH3:2].C([C@H]1N(C(=O)C2C=CC(O)=CC=2)C2C(=CC(F)=CC=2)N(C)C1=O)C, predict the reaction product. The product is: [CH2:1]([C@H:3]1[N:12]([C:13](=[O:22])[C:14]2[CH:19]=[CH:18][C:17]([OH:20])=[CH:16][CH:15]=2)[C:11]2[C:6](=[CH:7][CH:8]=[C:9]([F:23])[CH:10]=2)[N:5]([CH2:24][CH:25]([CH3:27])[CH3:26])[C:4]1=[O:28])[CH3:2]. (7) Given the reactants O[CH2:2][C@H:3]([NH:7][C:8]([C:10]1[NH:11][C:12]([C:15]2[CH:20]=[C:19]([O:21][Si:22]([CH:29]([CH3:31])[CH3:30])([CH:26]([CH3:28])[CH3:27])[CH:23]([CH3:25])[CH3:24])[CH:18]=[C:17]([O:32][C@@H:33]([CH3:37])[CH2:34][O:35][CH3:36])[CH:16]=2)=[CH:13][CH:14]=1)=[O:9])[C@H:4]([OH:6])[CH3:5].CS(O)(=O)=O.C(N(CC)CC)C.[Cl-].[NH4+], predict the reaction product. The product is: [CH3:36][O:35][CH2:34][C@@H:33]([O:32][C:17]1[CH:16]=[C:15]([C:12]2[NH:11][C:10]([C:8]3[O:9][CH2:2][C@@H:3]([C@H:4]([OH:6])[CH3:5])[N:7]=3)=[CH:14][CH:13]=2)[CH:20]=[C:19]([O:21][Si:22]([CH:29]([CH3:30])[CH3:31])([CH:26]([CH3:27])[CH3:28])[CH:23]([CH3:24])[CH3:25])[CH:18]=1)[CH3:37].